From a dataset of Reaction yield outcomes from USPTO patents with 853,638 reactions. Predict the reaction yield, written as a fraction of the theoretical maximum amount of product (1.0 means a 100% yield; for example, 0.34 means a 34% yield). (1) The reactants are [CH2:1]([C:3]([NH2:11])([CH3:10])[CH2:4][NH:5][C:6]([CH3:9])([CH3:8])[CH3:7])[CH3:2].[CH2:12]([C:14]([CH2:16][CH3:17])=O)[CH3:13].[OH-:18].[Na+].[CH:20](Cl)(Cl)Cl. The product is [C:6]([N:5]1[CH2:4][C:3]([CH2:1][CH3:2])([CH3:10])[NH:11][C:14]([CH2:16][CH3:17])([CH2:12][CH3:13])[C:20]1=[O:18])([CH3:9])([CH3:8])[CH3:7]. The yield is 0.710. No catalyst specified. (2) The catalyst is CO. The yield is 0.890. The reactants are [C:1]([C:4]1[CH:13]=[CH:12][C:7]2[S:8][C:9]([CH3:11])=[CH:10][C:6]=2[CH:5]=1)([OH:3])=[O:2].S(=O)(=O)(O)O.[C:19](=O)([O-])O.[Na+]. The product is [CH3:19][O:2][C:1]([C:4]1[CH:13]=[CH:12][C:7]2[S:8][C:9]([CH3:11])=[CH:10][C:6]=2[CH:5]=1)=[O:3]. (3) The reactants are C[O:2][C:3](=[O:35])[CH:4]([O:29][CH2:30][C:31]([F:34])([F:33])[F:32])[CH2:5][C:6]1[CH:11]=[CH:10][C:9]([O:12][CH2:13][CH2:14][C:15]2[CH:20]=[CH:19][C:18]([NH:21][C:22]([O:24][C:25]([CH3:28])([CH3:27])[CH3:26])=[O:23])=[CH:17][CH:16]=2)=[CH:8][CH:7]=1.[OH-].[Li+]. The catalyst is O1CCCC1.O. The product is [C:25]([O:24][C:22]([NH:21][C:18]1[CH:17]=[CH:16][C:15]([CH2:14][CH2:13][O:12][C:9]2[CH:10]=[CH:11][C:6]([CH2:5][CH:4]([O:29][CH2:30][C:31]([F:32])([F:33])[F:34])[C:3]([OH:35])=[O:2])=[CH:7][CH:8]=2)=[CH:20][CH:19]=1)=[O:23])([CH3:28])([CH3:26])[CH3:27]. The yield is 0.850. (4) The reactants are C1C([C@@H](O)[C@H](NC(C(Cl)Cl)=O)CO)=CC=C([N+]([O-])=O)C=1.CC1C2NC3C(C=2C(C)=NC=1N)=CC=CC=3.[O:37]=[CH:38][C@@H:39]([C@H:41]([C@@H:43]([C@@H:45]([CH2:47][OH:48])[OH:46])[OH:44])[OH:42])[OH:40].N[C@H](C(O)=O)CC1C2C(=CC=CC=2)NC=1.OP([O-])(O)=O.[K+]. The catalyst is O. The product is [O:37]=[CH:38][C@@H:39]([C@H:41]([C@@H:43]([C@@H:45]([CH2:47][OH:48])[OH:46])[OH:44])[OH:42])[OH:40]. The yield is 0.500. (5) The reactants are Cl[C:2]1[C:11]2[C:6](=[CH:7][C:8]([O:12][CH3:13])=[CH:9][CH:10]=2)[C:5]([O:14][CH3:15])=[CH:4][N:3]=1.[F-:16].[Cs+]. The catalyst is CS(C)=O.O. The product is [F:16][C:2]1[C:11]2[C:6](=[CH:7][C:8]([O:12][CH3:13])=[CH:9][CH:10]=2)[C:5]([O:14][CH3:15])=[CH:4][N:3]=1. The yield is 0.201. (6) The reactants are [F:1][C:2]1([F:17])[CH2:6][CH2:5][N:4]([C:7]2[N:15]=[C:14](F)[N:13]=[C:12]3[C:8]=2[N:9]=[CH:10][NH:11]3)[CH2:3]1.[C:18]([NH2:22])([CH3:21])([CH3:20])[CH3:19]. The catalyst is CC(O)(C)C. The product is [C:18]([NH:22][C:14]1[N:13]=[C:12]2[C:8]([N:9]=[CH:10][NH:11]2)=[C:7]([N:4]2[CH2:5][CH2:6][C:2]([F:17])([F:1])[CH2:3]2)[N:15]=1)([CH3:21])([CH3:20])[CH3:19]. The yield is 0.350. (7) The reactants are Br[C:2]1[N:3]=[C:4]([C@H:14]2[CH2:18][C@@H:17]([OH:19])[CH2:16][N:15]2[C:20](=[O:22])[CH3:21])[N:5]2[C:10]3[CH:11]=[CH:12][NH:13][C:9]=3[N:8]=[CH:7][C:6]=12.CC1(C)C(C)(C)OB([C:31]2[CH:42]=[CH:41][C:34]([CH2:35][N:36]3[N:40]=[CH:39][CH:38]=[N:37]3)=[CH:33][CH:32]=2)O1.C([O-])([O-])=O.[Cs+].[Cs+]. The catalyst is O.O1CCOCC1.CCOC(C)=O.C1C=CC(P(C2C=CC=CC=2)[C-]2C=CC=C2)=CC=1.C1C=CC(P(C2C=CC=CC=2)[C-]2C=CC=C2)=CC=1.Cl[Pd]Cl.[Fe+2]. The product is [N:37]1[N:36]([CH2:35][C:34]2[CH:33]=[CH:32][C:31]([C:2]3[N:3]=[C:4]([C@H:14]4[CH2:18][C@@H:17]([OH:19])[CH2:16][N:15]4[C:20](=[O:22])[CH3:21])[N:5]4[C:10]5[CH:11]=[CH:12][NH:13][C:9]=5[N:8]=[CH:7][C:6]=34)=[CH:42][CH:41]=2)[N:40]=[CH:39][CH:38]=1. The yield is 0.190. (8) The reactants are [NH2:1][C@@H:2]1[C:10]2[C:5](=[CH:6][CH:7]=[CH:8][CH:9]=2)[CH2:4][CH2:3]1.[Cl:11][C:12]1[N:20]=[C:19]2[C:15]([NH:16][CH:17]=[N:18]2)=[C:14](Cl)[N:13]=1.C(N(CC)C(C)C)(C)C. The catalyst is C(O)C. The product is [Cl:11][C:12]1[N:20]=[C:19]2[C:15]([N:16]=[CH:17][NH:18]2)=[C:14]([NH:1][C@@H:2]2[C:10]3[C:5](=[CH:6][CH:7]=[CH:8][CH:9]=3)[CH2:4][CH2:3]2)[N:13]=1. The yield is 0.800. (9) The reactants are [CH3:1][C:2]1([CH3:21])[O:7][C:6](=[O:8])[NH:5][C:4]2[CH:9]=[CH:10][C:11]([C:13]3[CH:14]=[C:15]([CH:18]=[CH:19][CH:20]=3)[C:16]#[N:17])=[CH:12][C:3]1=2.C[Si]([N:26]=[N+:27]=[N-:28])(C)C.C([Sn](=O)CCCC)CCC. The catalyst is O1CCOCC1. The product is [CH3:1][C:2]1([CH3:21])[O:7][C:6](=[O:8])[NH:5][C:4]2[CH:9]=[CH:10][C:11]([C:13]3[CH:20]=[CH:19][CH:18]=[C:15]([C:16]4[NH:28][N:27]=[N:26][N:17]=4)[CH:14]=3)=[CH:12][C:3]1=2. The yield is 0.260. (10) The reactants are [NH2:1][C:2]12[CH2:10][CH2:9][CH:6]([CH2:7][CH2:8]1)[CH2:5][N:4]1[C:11](=[O:27])[C:12]([OH:26])=[C:13]([C:15]([NH:17][CH2:18][C:19]3[CH:24]=[CH:23][C:22]([F:25])=[CH:21][CH:20]=3)=[O:16])[N:14]=[C:3]21.CCN(CC)CC.[CH3:35][N:36]([CH3:41])[S:37](Cl)(=[O:39])=[O:38].[O-]CC.[Na+]. The catalyst is C(Cl)Cl.CO. The product is [CH3:35][N:36]([CH3:41])[S:37]([NH:1][C:2]12[CH2:8][CH2:7][CH:6]([CH2:9][CH2:10]1)[CH2:5][N:4]1[C:11](=[O:27])[C:12]([OH:26])=[C:13]([C:15]([NH:17][CH2:18][C:19]3[CH:20]=[CH:21][C:22]([F:25])=[CH:23][CH:24]=3)=[O:16])[N:14]=[C:3]21)(=[O:39])=[O:38]. The yield is 0.110.